From a dataset of Catalyst prediction with 721,799 reactions and 888 catalyst types from USPTO. Predict which catalyst facilitates the given reaction. (1) Reactant: [CH3:1][O:2][C:3](=[O:24])[CH2:4][C@H:5]1[C:9]2[CH:10]=[CH:11][C:12]([O:14][CH2:15][C:16]3[CH:21]=[CH:20][C:19]([Cl:22])=[CH:18][C:17]=3[Cl:23])=[CH:13][C:8]=2[O:7][CH2:6]1.C(C1C(=O)C(Cl)=C(Cl)C(=O)C=1C#N)#N. Product: [CH3:1][O:2][C:3](=[O:24])[CH2:4][C:5]1[C:9]2[CH:10]=[CH:11][C:12]([O:14][CH2:15][C:16]3[CH:21]=[CH:20][C:19]([Cl:22])=[CH:18][C:17]=3[Cl:23])=[CH:13][C:8]=2[O:7][CH:6]=1. The catalyst class is: 11. (2) Reactant: C(OC(=O)[NH:7][C@H:8]([C:16](=[O:27])[NH:17][C:18]1([C:21]2[N:26]=[CH:25][CH:24]=[CH:23][N:22]=2)[CH2:20][CH2:19]1)[C@H:9]([O:11][C:12]([CH3:15])([CH3:14])[CH3:13])[CH3:10])(C)(C)C.[C:29]([OH:35])([C:31]([F:34])([F:33])[F:32])=[O:30]. Product: [F:32][C:31]([F:34])([F:33])[C:29]([OH:35])=[O:30].[NH2:7][C@@H:8]([C@H:9]([O:11][C:12]([CH3:13])([CH3:15])[CH3:14])[CH3:10])[C:16]([NH:17][C:18]1([C:21]2[N:26]=[CH:25][CH:24]=[CH:23][N:22]=2)[CH2:19][CH2:20]1)=[O:27]. The catalyst class is: 2.